From a dataset of Peptide-MHC class II binding affinity with 134,281 pairs from IEDB. Regression. Given a peptide amino acid sequence and an MHC pseudo amino acid sequence, predict their binding affinity value. This is MHC class II binding data. (1) The peptide sequence is FERLAITKGKVDPTD. The binding affinity (normalized) is 0.0789. The MHC is DRB3_0202 with pseudo-sequence DRB3_0202. (2) The peptide sequence is AFKVAATDANAAPAN. The MHC is DRB1_1001 with pseudo-sequence DRB1_1001. The binding affinity (normalized) is 0.763. (3) The peptide sequence is FLAVALVAGPAGSYA. The MHC is HLA-DPA10201-DPB11401 with pseudo-sequence HLA-DPA10201-DPB11401. The binding affinity (normalized) is 0. (4) The peptide sequence is YGSFVRTVSLPVGAD. The MHC is DRB1_1501 with pseudo-sequence DRB1_1501. The binding affinity (normalized) is 0.589. (5) The peptide sequence is RNEVVNDVSTYASGK. The MHC is HLA-DPA10301-DPB10402 with pseudo-sequence HLA-DPA10301-DPB10402. The binding affinity (normalized) is 0.213. (6) The peptide sequence is TVLFGVSRSMGIGSQ. The MHC is DRB1_1302 with pseudo-sequence DRB1_1302. The binding affinity (normalized) is 0.847.